From a dataset of Reaction yield outcomes from USPTO patents with 853,638 reactions. Predict the reaction yield, written as a fraction of the theoretical maximum amount of product (1.0 means a 100% yield; for example, 0.34 means a 34% yield). (1) The reactants are Br[C:2]1[CH:3]=[C:4]([N+:8]([O-:10])=[O:9])[CH:5]=[CH:6][CH:7]=1.[CH2:11]([NH2:17])[CH2:12][CH2:13][CH2:14][CH2:15][CH3:16]. No catalyst specified. The product is [N+:8]([C:4]1[CH:3]=[C:2]([CH:7]=[CH:6][CH:5]=1)[NH:17][CH2:11][CH2:12][CH2:13][CH2:14][CH2:15][CH3:16])([O-:10])=[O:9]. The yield is 0.780. (2) The reactants are [NH2:1][C:2]1[CH:7]=[CH:6][C:5]([F:8])=[CH:4][N:3]=1.[S:9]1[CH:13]=[CH:12][N:11]=[C:10]1[C:14]1[CH:21]=[CH:20][CH:19]=[CH:18][C:15]=1[CH:16]=O.[CH3:22][C:23]1[CH:28]=[CH:27][CH:26]=[C:25]([CH3:29])[C:24]=1[N+:30]#[C-:31].Cl(O)(=O)(=O)=O. The catalyst is C(O)C. The product is [CH3:22][C:23]1[CH:28]=[CH:27][CH:26]=[C:25]([CH3:29])[C:24]=1[NH:30][C:31]1[N:3]2[CH:4]=[C:5]([F:8])[CH:6]=[CH:7][C:2]2=[N:1][C:16]=1[C:15]1[CH:18]=[CH:19][CH:20]=[CH:21][C:14]=1[C:10]1[S:9][CH:13]=[CH:12][N:11]=1. The yield is 0.430. (3) The reactants are [N:1]1[CH:6]=[CH:5][CH:4]=[CH:3][C:2]=1[CH2:7][O:8][C:9]1[CH:14]=[CH:13][N+:12]([O-])=[CH:11][CH:10]=1.C(OC(=O)C)(=[O:18])C. The product is [N:1]1[CH:6]=[CH:5][CH:4]=[CH:3][C:2]=1[CH2:7][O:8][C:9]1[CH:14]=[CH:13][NH:12][C:11](=[O:18])[CH:10]=1. The yield is 0.210. No catalyst specified. (4) The reactants are [Br:1][C:2]1[CH:3]=[C:4]([N+:13]([O-])=O)[C:5]([NH:8][CH2:9][CH:10]2[CH2:12][CH2:11]2)=[N:6][CH:7]=1. The catalyst is CO.[Pt]. The product is [Br:1][C:2]1[CH:3]=[C:4]([NH2:13])[C:5]([NH:8][CH2:9][CH:10]2[CH2:12][CH2:11]2)=[N:6][CH:7]=1. The yield is 1.00. (5) The catalyst is C1(C)C=CC=CC=1. The yield is 0.180. The reactants are [CH:1]([C:4]1[CH:12]=[CH:11][C:7]([C:8]([NH2:10])=[O:9])=[CH:6][CH:5]=1)([CH3:3])[CH3:2].Cl[C:14](Cl)(Cl)[S:15]Cl.[OH2:19]. The product is [CH:1]([C:4]1[CH:12]=[CH:11][C:7]([C:8]2[O:9][C:14](=[O:19])[S:15][N:10]=2)=[CH:6][CH:5]=1)([CH3:3])[CH3:2]. (6) The reactants are Cl.[C:2](Cl)(=[O:9])[C:3]1[CH:8]=[CH:7][CH:6]=[N:5][CH:4]=1.[NH2:11][C:12]1[S:13][C:14]([N:22]2[CH2:27][CH2:26][O:25][CH2:24][CH2:23]2)=[C:15]([C:17]2[O:18][CH:19]=[CH:20][CH:21]=2)[N:16]=1. No catalyst specified. The product is [O:18]1[CH:19]=[CH:20][CH:21]=[C:17]1[C:15]1[N:16]=[C:12]([NH:11][C:2]([C:3]2[CH:4]=[N:5][CH:6]=[CH:7][CH:8]=2)=[O:9])[S:13][C:14]=1[N:22]1[CH2:27][CH2:26][O:25][CH2:24][CH2:23]1. The yield is 0.610. (7) The reactants are C[N:2](C)[CH:3]=[CH:4][C:5]([C:7]1[C:12](=[O:13])[CH:11]=[CH:10][N:9]([C:14]2[CH:19]=[CH:18][C:17]([F:20])=[CH:16][CH:15]=2)[N:8]=1)=O.[C:22]1([NH:28]N)[CH:27]=[CH:26][CH:25]=[CH:24][CH:23]=1. The catalyst is CO. The product is [F:20][C:17]1[CH:18]=[CH:19][C:14]([N:9]2[CH:10]=[CH:11][C:12](=[O:13])[C:7]([C:5]3[N:28]([C:22]4[CH:27]=[CH:26][CH:25]=[CH:24][CH:23]=4)[N:2]=[CH:3][CH:4]=3)=[N:8]2)=[CH:15][CH:16]=1. The yield is 0.270. (8) The reactants are [N:1]([C@:4]1([OH:15])[C@H:10]([OH:11])[C@@H:9]([CH2:12][OH:13])[O:8][CH:6]([OH:7])[C@@H:5]1[OH:14])=[N+]=[N-].[H][H]. The catalyst is CO.[OH-].[OH-].[Pd+2]. The product is [NH2:1][C@:4]1([OH:15])[C@H:10]([OH:11])[C@@H:9]([CH2:12][OH:13])[O:8][CH:6]([OH:7])[C@@H:5]1[OH:14]. The yield is 1.00. (9) The reactants are [Li]CCCC.C(NC(C)C)(C)C.[Cl:13][C:14]1[CH:19]=[CH:18][CH:17]=[C:16]([Br:20])[CH:15]=1.[C:21](=[O:23])=[O:22].Cl. The catalyst is C1COCC1. The product is [Br:20][C:16]1[CH:17]=[CH:18][CH:19]=[C:14]([Cl:13])[C:15]=1[C:21]([OH:23])=[O:22]. The yield is 0.850. (10) The reactants are [CH2:1]([O:3][C:4]([C:6]1[C:7](=[O:34])[N:8](CC2C=CC(OC)=CC=2)[C:9]2[C:14]([C:15]=1OS(C(F)(F)F)(=O)=O)=[CH:13][C:12]([Cl:24])=[CH:11][CH:10]=2)=[O:5])[CH3:2].[CH:35](/B(O)O)=[CH:36]\[CH2:37][CH2:38][CH3:39].C([O-])(O)=O.[Na+].COCCOC.O. The catalyst is O.C1C=CC([P]([Pd]([P](C2C=CC=CC=2)(C2C=CC=CC=2)C2C=CC=CC=2)([P](C2C=CC=CC=2)(C2C=CC=CC=2)C2C=CC=CC=2)[P](C2C=CC=CC=2)(C2C=CC=CC=2)C2C=CC=CC=2)(C2C=CC=CC=2)C2C=CC=CC=2)=CC=1. The product is [CH2:1]([O:3][C:4]([C:6]1[C:7](=[O:34])[NH:8][C:9]2[C:14]([C:15]=1[CH:35]=[CH:36][CH2:37][CH2:38][CH3:39])=[CH:13][C:12]([Cl:24])=[CH:11][CH:10]=2)=[O:5])[CH3:2]. The yield is 0.510.